This data is from Reaction yield outcomes from USPTO patents with 853,638 reactions. The task is: Predict the reaction yield, written as a fraction of the theoretical maximum amount of product (1.0 means a 100% yield; for example, 0.34 means a 34% yield). (1) The reactants are [CH2:1]([N:3]1[CH:7]=[C:6]([C:8]#[C:9][C:10]2[CH:15]=[CH:14][CH:13]=[C:12]([O:16][CH3:17])[CH:11]=2)[CH:5]=[C:4]1[C:18](Cl)=[O:19])[CH3:2].Cl.[CH3:22][N:23](C)O.C(N(C(C)C)CC)(C)C. The catalyst is C(Cl)Cl. The product is [CH3:22][NH:23][C:18]([C:4]1[N:3]([CH2:1][CH3:2])[CH:7]=[C:6]([C:8]#[C:9][C:10]2[CH:15]=[CH:14][CH:13]=[C:12]([O:16][CH3:17])[CH:11]=2)[CH:5]=1)=[O:19]. The yield is 0.820. (2) The reactants are [CH3:1][NH:2][CH:3]([CH2:5]/[CH:6]=[CH:7]/[C:8]1[CH:9]=[N:10][CH:11]=[C:12]([O:14][CH:15]([CH3:17])[CH3:16])[CH:13]=1)[CH3:4].[O:18]=[C:19]([OH:31])[C@@H:20]([C@H:22]([C@H:24]([C@@H:26]([C:28]([OH:30])=[O:29])[OH:27])[OH:25])[OH:23])[OH:21].O. The catalyst is CO. The yield is 0.931. The product is [O:18]=[C:19]([OH:31])[C@@H:20]([C@H:22]([C@H:24]([C@@H:26]([C:28]([OH:30])=[O:29])[OH:27])[OH:25])[OH:23])[OH:21].[CH3:1][NH:2][CH:3]([CH2:5]/[CH:6]=[CH:7]/[C:8]1[CH:9]=[N:10][CH:11]=[C:12]([O:14][CH:15]([CH3:17])[CH3:16])[CH:13]=1)[CH3:4].[CH3:1][NH:2][CH:3]([CH2:5]/[CH:6]=[CH:7]/[C:8]1[CH:9]=[N:10][CH:11]=[C:12]([O:14][CH:15]([CH3:17])[CH3:16])[CH:13]=1)[CH3:4]. (3) The reactants are Br[C:2]1[CH:6]=[CH:5][S:4][C:3]=1[C:7]([N:9]([C:17]1[CH:22]=[CH:21][C:20]([O:23][CH3:24])=[CH:19][C:18]=1[F:25])C(=O)OC(C)(C)C)=[O:8]. The catalyst is CC(C)([P](C(C)(C)C)([Pd][P](C(C)(C)C)(C(C)(C)C)C(C)(C)C)C(C)(C)C)C. The product is [F:25][C:18]1[C:17]2[NH:9][C:7](=[O:8])[C:3]3[S:4][CH:5]=[CH:6][C:2]=3[C:22]=2[CH:21]=[C:20]([O:23][CH3:24])[CH:19]=1. The yield is 0.800. (4) The reactants are Cl.[C:2](Cl)(=[O:9])[C:3]1[CH:8]=[CH:7][CH:6]=[N:5][CH:4]=1.[CH:11]1([N:14]([C@H:18]2[C:27]3[C:22](=[CH:23][CH:24]=[CH:25][CH:26]=3)[NH:21][C@@H:20]([CH3:28])[CH2:19]2)[C:15](=[O:17])[CH3:16])[CH2:13][CH2:12]1.C(=O)([O-])[O-].[Na+].[Na+]. The catalyst is N1C=CC=CC=1. The product is [CH:11]1([N:14]([C@H:18]2[C:27]3[C:22](=[CH:23][CH:24]=[CH:25][CH:26]=3)[N:21]([C:2]([C:3]3[CH:4]=[N:5][CH:6]=[CH:7][CH:8]=3)=[O:9])[C@@H:20]([CH3:28])[CH2:19]2)[C:15](=[O:17])[CH3:16])[CH2:12][CH2:13]1. The yield is 0.526. (5) The reactants are [CH3:1][C:2]1[NH:3][C:4]2[C:9]([CH:10]=1)=[CH:8][CH:7]=[CH:6][CH:5]=2.[CH2:11]([O:18][C:19]1[CH:24]=[CH:23][C:22](I)=[CH:21][CH:20]=1)[C:12]1[CH:17]=[CH:16][CH:15]=[CH:14][CH:13]=1.C(=O)([O-])[O-].[K+].[K+]. The catalyst is [Cu]Br.CN1CCCC1=O. The product is [CH2:11]([O:18][C:19]1[CH:24]=[CH:23][C:22]([N:3]2[C:4]3[C:9](=[CH:8][CH:7]=[CH:6][CH:5]=3)[CH:10]=[C:2]2[CH3:1])=[CH:21][CH:20]=1)[C:12]1[CH:17]=[CH:16][CH:15]=[CH:14][CH:13]=1. The yield is 0.300. (6) The reactants are [CH3:1][C@H:2]([C@H:6]1[C@H:8]([CH2:9][C@H:10]2[CH2:15][O:14][C@@H:13]([CH2:16]/[C:17](/[CH3:33])=[CH:18]/[C:19]([O:21][CH2:22][CH2:23][CH2:24][CH2:25][CH2:26][CH2:27][CH2:28][CH2:29][C:30]([O-:32])=[O:31])=[O:20])[C@H:12]([OH:34])[C@@H:11]2[OH:35])[O:7]1)[C@H:3]([CH3:5])[OH:4].[CH3:36][C@H:37]([C@H:41]1[C@H:43]([CH2:44][C@H:45]2[CH2:50][O:49][C@@H:48]([CH2:51]/[C:52](/[CH3:68])=[CH:53]/[C:54]([O:56][CH2:57][CH2:58][CH2:59][CH2:60][CH2:61][CH2:62][CH2:63][CH2:64][C:65]([O-:67])=[O:66])=[O:55])[C@H:47]([OH:69])[C@@H:46]2[OH:70])[O:42]1)[C@H:38]([CH3:40])[OH:39].[Ca+2:71]. The catalyst is O. The product is [CH3:1][C@H:2]([C@H:6]1[C@H:8]([CH2:9][C@H:10]2[CH2:15][O:14][C@@H:13]([CH2:16]/[C:17](/[CH3:33])=[CH:18]/[C:19]([O:21][CH2:22][CH2:23][CH2:24][CH2:25][CH2:26][CH2:27][CH2:28][CH2:29][C:30]([O-:32])=[O:31])=[O:20])[C@H:12]([OH:34])[C@@H:11]2[OH:35])[O:7]1)[C@H:3]([CH3:5])[OH:4].[CH3:36][C@H:37]([C@H:41]1[C@H:43]([CH2:44][C@H:45]2[CH2:50][O:49][C@@H:48]([CH2:51]/[C:52](/[CH3:68])=[CH:53]/[C:54]([O:56][CH2:57][CH2:58][CH2:59][CH2:60][CH2:61][CH2:62][CH2:63][CH2:64][C:65]([O-:67])=[O:66])=[O:55])[C@H:47]([OH:69])[C@@H:46]2[OH:70])[O:42]1)[C@H:38]([CH3:40])[OH:39].[OH2:4].[OH2:4].[Ca+2:71]. The yield is 0.830. (7) The reactants are [CH2:1]([N:4]([CH2:19][CH2:20][CH3:21])[CH2:5][CH2:6][CH2:7][CH2:8][NH:9][CH2:10][C:11]1[CH:18]=[CH:17][C:14]([C:15]#[N:16])=[CH:13][CH:12]=1)[CH2:2][CH3:3].C=O.[CH:24](O)=O.[OH-].[Na+]. The catalyst is O.C(O)C. The product is [CH2:19]([N:4]([CH2:1][CH2:2][CH3:3])[CH2:5][CH2:6][CH2:7][CH2:8][N:9]([CH2:10][C:11]1[CH:12]=[CH:13][C:14]([C:15]#[N:16])=[CH:17][CH:18]=1)[CH3:24])[CH2:20][CH3:21]. The yield is 0.950. (8) The reactants are [F:1][C:2]([F:28])([F:27])[C:3]1[CH:8]=[CH:7][C:6]([C:9]2[C:10]([C:15]([NH:17][C:18]3[CH:19]=[C:20]([C:24]([OH:26])=O)[N:21]([CH3:23])[CH:22]=3)=[O:16])=[CH:11][CH:12]=[CH:13][CH:14]=2)=[CH:5][CH:4]=1.[CH2:29]([O:36][C:37]1[CH:45]=[CH:44][C:40]([CH2:41]CN)=[CH:39][CH:38]=1)[C:30]1[CH:35]=[CH:34][CH:33]=[CH:32][CH:31]=1.[CH3:46][N:47](C(ON1N=NC2C=CC=CC1=2)=[N+](C)C)C.[B-](F)(F)(F)F.C(N(C(C)C)C(C)C)C. The catalyst is CN(C)C=O. The product is [CH2:29]([O:36][C:37]1[CH:38]=[CH:39][C:40]([CH2:41][N:47]([CH3:46])[C:24]([C:20]2[N:21]([CH3:23])[CH:22]=[C:18]([NH:17][C:15]([C:10]3[C:9]([C:6]4[CH:5]=[CH:4][C:3]([C:2]([F:28])([F:27])[F:1])=[CH:8][CH:7]=4)=[CH:14][CH:13]=[CH:12][CH:11]=3)=[O:16])[CH:19]=2)=[O:26])=[CH:44][CH:45]=1)[C:30]1[CH:31]=[CH:32][CH:33]=[CH:34][CH:35]=1. The yield is 0.790. (9) The product is [CH3:32][C:29]([CH3:33])([CH2:30][CH3:31])[C:28](=[O:34])[C:27]([N:35]1[CH2:40][CH2:39][CH2:38][CH2:37][C@H:36]1[C:41]([O:10][C@@H:9]([C:11]1[CH:16]=[CH:15][CH:14]=[C:13]([O:17][CH2:18][C:19]([O:21][C:22]([CH3:25])([CH3:24])[CH3:23])=[O:20])[CH:12]=1)[CH2:8][CH2:7][C:3]1[CH:2]=[N:1][CH:6]=[CH:5][CH:4]=1)=[O:42])=[O:26]. The yield is 0.960. The reactants are [N:1]1[CH:6]=[CH:5][CH:4]=[C:3]([CH2:7][CH2:8][C@H:9]([C:11]2[CH:16]=[CH:15][CH:14]=[C:13]([O:17][CH2:18][C:19]([O:21][C:22]([CH3:25])([CH3:24])[CH3:23])=[O:20])[CH:12]=2)[OH:10])[CH:2]=1.[O:26]=[C:27]([N:35]1[CH2:40][CH2:39][CH2:38][CH2:37][C@H:36]1[C:41](O)=[O:42])[C:28](=[O:34])[C:29]([CH3:33])([CH3:32])[CH2:30][CH3:31].C1(N=C=NC2CCCCC2)CCCCC1. The catalyst is C(Cl)Cl.CN(C)C1C=CN=CC=1. (10) The reactants are [F:1][C:2]([F:37])([F:36])[C:3]1[CH:4]=[C:5]([C:13]2([C:22]3[CH:27]=[C:26]([C:28]([F:31])([F:30])[F:29])[CH:25]=[C:24]([C:32]([F:35])([F:34])[F:33])[CH:23]=3)[O:17]C(=O)[N:15]3[CH2:19][CH2:20][CH2:21][C@H:14]23)[CH:6]=[C:7]([C:9]([F:12])([F:11])[F:10])[CH:8]=1.CO.[OH-].[K+]. No catalyst specified. The product is [F:11][C:9]([F:10])([F:12])[C:7]1[CH:6]=[C:5]([C:13]([C:22]2[CH:27]=[C:26]([C:28]([F:29])([F:30])[F:31])[CH:25]=[C:24]([C:32]([F:35])([F:34])[F:33])[CH:23]=2)([C@H:14]2[CH2:21][CH2:20][CH2:19][NH:15]2)[OH:17])[CH:4]=[C:3]([C:2]([F:37])([F:36])[F:1])[CH:8]=1. The yield is 0.790.